From a dataset of Forward reaction prediction with 1.9M reactions from USPTO patents (1976-2016). Predict the product of the given reaction. (1) Given the reactants C(C1C=C2C(=C(F)C=1)C(=O)N(CC1C=CC(C3C=CN=C4NC(C5C=NN(C)C=5)=NC=34)=CC=1F)N=C2)(C)(C)C.Br[C:41]1[CH:59]=[CH:58][C:44]([CH2:45][NH:46][C:47]([C:49]2[O:53][N:52]=[C:51]([C:54]([CH3:57])([CH3:56])[CH3:55])[N:50]=2)=[O:48])=[C:43]([CH3:60])[CH:42]=1.[B:61]1(B2OC(C)(C)C(C)(C)O2)[O:65][C:64]([CH3:67])([CH3:66])[C:63]([CH3:69])([CH3:68])[O:62]1.C1(P(C2CCCCC2)C2C=CC=CC=2C2C(C(C)C)=CC(C(C)C)=CC=2C(C)C)CCCCC1.C([O-])(=O)C.[K+].O1CCOCC1, predict the reaction product. The product is: [CH3:60][C:43]1[CH:42]=[C:41]([B:61]2[O:65][C:64]([CH3:67])([CH3:66])[C:63]([CH3:69])([CH3:68])[O:62]2)[CH:59]=[CH:58][C:44]=1[CH2:45][NH:46][C:47]([C:49]1[O:53][N:52]=[C:51]([C:54]([CH3:57])([CH3:56])[CH3:55])[N:50]=1)=[O:48]. (2) The product is: [Br:1][C:2]1[CH:7]=[CH:6][C:5]([C:8]2[N:13]=[C:12]([Cl:20])[N:11]3[CH:15]=[CH:16][N:17]=[C:10]3[CH:9]=2)=[CH:4][CH:3]=1. Given the reactants [Br:1][C:2]1[CH:7]=[CH:6][C:5]([C:8]2[NH:13][C:12](=O)[N:11]3[CH:15]=[CH:16][N:17]=[C:10]3[CH:9]=2)=[CH:4][CH:3]=1.P(Cl)(Cl)([Cl:20])=O.C(N(CC)C1C=CC=CC=1)C, predict the reaction product. (3) Given the reactants [OH:1][C:2]1[CH:10]=[CH:9][C:5]([C:6]([OH:8])=[O:7])=[CH:4][N:3]=1.S(=O)(=O)(O)O.[C:16](=O)(O)[O-].[Na+], predict the reaction product. The product is: [OH:1][C:2]1[CH:10]=[CH:9][C:5]([C:6]([O:8][CH3:16])=[O:7])=[CH:4][N:3]=1. (4) Given the reactants [NH2:1][CH2:2][C@@H:3]1[O:7][C:6](=[O:8])[N:5]([C:9]2[CH:14]=[CH:13][C:12]([I:15])=[C:11]([F:16])[CH:10]=2)[CH2:4]1.[C:17](OC(=O)C)(=[O:19])[CH3:18], predict the reaction product. The product is: [F:16][C:11]1[CH:10]=[C:9]([N:5]2[CH2:4][C@H:3]([CH2:2][NH:1][C:17](=[O:19])[CH3:18])[O:7][C:6]2=[O:8])[CH:14]=[CH:13][C:12]=1[I:15]. (5) Given the reactants [C:1]([C:3]1[CH:4]=[N:5][N:6]2[CH:11]=[C:10]([C:12]3[CH:13]=[N:14][N:15]([CH3:17])[CH:16]=3)[CH:9]=[C:8]([O:18][CH3:19])[C:7]=12)#[CH:2].[CH2:20]([C:22]1[N:26]([C:27]2[CH:32]=[CH:31][CH:30]=[CH:29][CH:28]=2)[N:25]=[CH:24][C:23]=1I)[CH3:21].C(N(CC)CC)C, predict the reaction product. The product is: [CH2:20]([C:22]1[N:26]([C:27]2[CH:32]=[CH:31][CH:30]=[CH:29][CH:28]=2)[N:25]=[CH:24][C:23]=1[C:2]#[C:1][C:3]1[CH:4]=[N:5][N:6]2[CH:11]=[C:10]([C:12]3[CH:13]=[N:14][N:15]([CH3:17])[CH:16]=3)[CH:9]=[C:8]([O:18][CH3:19])[C:7]=12)[CH3:21]. (6) Given the reactants C[Mg]Br.O1CCC[CH2:5]1.CCOC([C@H:14]1[CH2:18][CH2:17][C@@H:16]([C:19]2[CH:24]=[C:23]([F:25])[C:22]([F:26])=[C:21]([F:27])[CH:20]=2)[N:15]1C(OC(C)(C)C)=O)=O.[Cl-].[NH4+].C([O:40][CH2:41][CH3:42])(=O)C, predict the reaction product. The product is: [F:25][C:23]1[CH:24]=[C:19]([C@H:16]2[NH:15][C@@H:14]([C:41]([OH:40])([CH3:42])[CH3:5])[CH2:18][CH2:17]2)[CH:20]=[C:21]([F:27])[C:22]=1[F:26]. (7) Given the reactants [OH:1][CH2:2][C:3]1[CH:8]=[C:7]([N:9]2[CH2:14][CH2:13][O:12][CH2:11][C@@H:10]2[CH3:15])[N:6]=[C:5]([C:16]2[CH:21]=[CH:20][C:19]([NH:22][C:23](=[O:27])[N:24]([CH3:26])[CH3:25])=[CH:18][CH:17]=2)[N:4]=1.C(N(CC)CC)C.[CH3:35][S:36](Cl)(=[O:38])=[O:37], predict the reaction product. The product is: [CH3:25][N:24]([CH3:26])[C:23]([NH:22][C:19]1[CH:20]=[CH:21][C:16]([C:5]2[N:6]=[C:7]([N:9]3[CH2:14][CH2:13][O:12][CH2:11][C@@H:10]3[CH3:15])[CH:8]=[C:3]([CH2:2][O:1][S:36]([CH3:35])(=[O:38])=[O:37])[N:4]=2)=[CH:17][CH:18]=1)=[O:27].